From a dataset of Forward reaction prediction with 1.9M reactions from USPTO patents (1976-2016). Predict the product of the given reaction. (1) Given the reactants Br[C:2]1[CH:11]=[CH:10][CH:9]=[C:8]2[C:3]=1[CH2:4][CH2:5][N:6]([C:12]([O:14][C:15]([CH3:18])([CH3:17])[CH3:16])=[O:13])[CH2:7]2.[B:19]1([B:19]2[O:23][C:22]([CH3:25])([CH3:24])[C:21]([CH3:27])([CH3:26])[O:20]2)[O:23][C:22]([CH3:25])([CH3:24])[C:21]([CH3:27])([CH3:26])[O:20]1.P([O-])([O-])([O-])=O.[K+].[K+].[K+].CC(C1C=C(C(C)C)C(C2C=CC=CC=2P(C2CCCCC2)C2CCCCC2)=C(C(C)C)C=1)C, predict the reaction product. The product is: [CH3:26][C:21]1([CH3:27])[C:22]([CH3:25])([CH3:24])[O:23][B:19]([C:2]2[CH:11]=[CH:10][CH:9]=[C:8]3[C:3]=2[CH2:4][CH2:5][N:6]([C:12]([O:14][C:15]([CH3:18])([CH3:17])[CH3:16])=[O:13])[CH2:7]3)[O:20]1. (2) The product is: [Br:1][CH:2]([C:6]1[CH:11]=[CH:10][C:9]([C:12]([CH3:15])([CH3:14])[CH3:13])=[CH:8][CH:7]=1)[C:3]([NH:34][C:31]1[CH:30]=[CH:29][C:28]([O:27][CH2:26][CH:20]2[CH2:21][CH2:22][CH2:23][CH2:24][CH2:25]2)=[CH:33][CH:32]=1)=[O:5]. Given the reactants [Br:1][CH:2]([C:6]1[CH:11]=[CH:10][C:9]([C:12]([CH3:15])([CH3:14])[CH3:13])=[CH:8][CH:7]=1)[C:3]([OH:5])=O.O=S(Cl)Cl.[CH:20]1([CH2:26][O:27][C:28]2[CH:33]=[CH:32][C:31]([NH2:34])=[CH:30][CH:29]=2)[CH2:25][CH2:24][CH2:23][CH2:22][CH2:21]1.C(N(C(C)C)C(C)C)C, predict the reaction product. (3) The product is: [O:25]=[C:19]1[CH:18]([N:12]2[CH2:11][C:10]3[C:14](=[CH:15][CH:16]=[C:8]([CH2:7][NH:6][C:44]([NH2:43])=[O:27])[CH:9]=3)[C:13]2=[O:17])[CH2:23][CH2:22][C:21](=[O:24])[NH:20]1. Given the reactants CS(O)(=O)=O.[NH2:6][CH2:7][C:8]1[CH:9]=[C:10]2[C:14](=[CH:15][CH:16]=1)[C:13](=[O:17])[N:12]([CH:18]1[CH2:23][CH2:22][C:21](=[O:24])[NH:20][C:19]1=[O:25])[CH2:11]2.C(C1NC=CN=1)(C1NC=CN=1)=[O:27].NC1C=CC(Cl)=[N:43][CH:44]=1, predict the reaction product.